This data is from NCI-60 drug combinations with 297,098 pairs across 59 cell lines. The task is: Regression. Given two drug SMILES strings and cell line genomic features, predict the synergy score measuring deviation from expected non-interaction effect. (1) Drug 1: CC1C(C(=O)NC(C(=O)N2CCCC2C(=O)N(CC(=O)N(C(C(=O)O1)C(C)C)C)C)C(C)C)NC(=O)C3=C4C(=C(C=C3)C)OC5=C(C(=O)C(=C(C5=N4)C(=O)NC6C(OC(=O)C(N(C(=O)CN(C(=O)C7CCCN7C(=O)C(NC6=O)C(C)C)C)C)C(C)C)C)N)C. Drug 2: CS(=O)(=O)CCNCC1=CC=C(O1)C2=CC3=C(C=C2)N=CN=C3NC4=CC(=C(C=C4)OCC5=CC(=CC=C5)F)Cl. Cell line: SR. Synergy scores: CSS=38.3, Synergy_ZIP=22.2, Synergy_Bliss=28.2, Synergy_Loewe=-0.498, Synergy_HSA=20.3. (2) Drug 1: CC1=CC2C(CCC3(C2CCC3(C(=O)C)OC(=O)C)C)C4(C1=CC(=O)CC4)C. Drug 2: C1C(C(OC1N2C=NC3=C(N=C(N=C32)Cl)N)CO)O. Cell line: SF-268. Synergy scores: CSS=-3.86, Synergy_ZIP=3.52, Synergy_Bliss=1.28, Synergy_Loewe=-8.22, Synergy_HSA=-3.87. (3) Drug 1: C1CN1P(=S)(N2CC2)N3CC3. Drug 2: CCC(=C(C1=CC=CC=C1)C2=CC=C(C=C2)OCCN(C)C)C3=CC=CC=C3.C(C(=O)O)C(CC(=O)O)(C(=O)O)O. Cell line: SK-OV-3. Synergy scores: CSS=14.0, Synergy_ZIP=2.08, Synergy_Bliss=-1.82, Synergy_Loewe=-2.73, Synergy_HSA=-0.491. (4) Drug 1: C1=CC(=CC=C1CCC2=CNC3=C2C(=O)NC(=N3)N)C(=O)NC(CCC(=O)O)C(=O)O. Drug 2: CC1=C(C(=CC=C1)Cl)NC(=O)C2=CN=C(S2)NC3=CC(=NC(=N3)C)N4CCN(CC4)CCO. Cell line: OVCAR-4. Synergy scores: CSS=25.6, Synergy_ZIP=-4.24, Synergy_Bliss=-7.05, Synergy_Loewe=-9.76, Synergy_HSA=-4.39. (5) Drug 1: CN(C)N=NC1=C(NC=N1)C(=O)N. Drug 2: CS(=O)(=O)OCCCCOS(=O)(=O)C. Cell line: MOLT-4. Synergy scores: CSS=32.2, Synergy_ZIP=-3.95, Synergy_Bliss=-1.15, Synergy_Loewe=-1.24, Synergy_HSA=0.256. (6) Drug 1: CS(=O)(=O)OCCCCOS(=O)(=O)C. Drug 2: C1C(C(OC1N2C=NC3=C2NC=NCC3O)CO)O. Cell line: HCT-15. Synergy scores: CSS=-12.1, Synergy_ZIP=8.94, Synergy_Bliss=9.56, Synergy_Loewe=-9.12, Synergy_HSA=-4.53. (7) Drug 1: CC1=C2C(C(=O)C3(C(CC4C(C3C(C(C2(C)C)(CC1OC(=O)C(C(C5=CC=CC=C5)NC(=O)C6=CC=CC=C6)O)O)OC(=O)C7=CC=CC=C7)(CO4)OC(=O)C)O)C)OC(=O)C. Drug 2: CS(=O)(=O)OCCCCOS(=O)(=O)C. Cell line: SK-MEL-5. Synergy scores: CSS=49.9, Synergy_ZIP=0.300, Synergy_Bliss=1.73, Synergy_Loewe=-42.9, Synergy_HSA=3.27. (8) Cell line: UO-31. Drug 2: CNC(=O)C1=NC=CC(=C1)OC2=CC=C(C=C2)NC(=O)NC3=CC(=C(C=C3)Cl)C(F)(F)F. Drug 1: C1CCC(C1)C(CC#N)N2C=C(C=N2)C3=C4C=CNC4=NC=N3. Synergy scores: CSS=35.2, Synergy_ZIP=-2.24, Synergy_Bliss=-1.52, Synergy_Loewe=-2.69, Synergy_HSA=-2.28. (9) Drug 1: CN1CCC(CC1)COC2=C(C=C3C(=C2)N=CN=C3NC4=C(C=C(C=C4)Br)F)OC. Drug 2: COC1=C(C=C2C(=C1)N=CN=C2NC3=CC(=C(C=C3)F)Cl)OCCCN4CCOCC4. Cell line: NCI-H460. Synergy scores: CSS=26.4, Synergy_ZIP=-6.24, Synergy_Bliss=-0.162, Synergy_Loewe=1.50, Synergy_HSA=2.07. (10) Drug 1: C1=C(C(=O)NC(=O)N1)F. Drug 2: CN1C2=C(C=C(C=C2)N(CCCl)CCCl)N=C1CCCC(=O)O.Cl. Cell line: K-562. Synergy scores: CSS=46.8, Synergy_ZIP=-6.70, Synergy_Bliss=-10.7, Synergy_Loewe=-21.1, Synergy_HSA=-9.91.